The task is: Regression. Given a peptide amino acid sequence and an MHC pseudo amino acid sequence, predict their binding affinity value. This is MHC class II binding data.. This data is from Peptide-MHC class II binding affinity with 134,281 pairs from IEDB. (1) The peptide sequence is KCKYPEGTKVTFHVE. The MHC is DRB1_1101 with pseudo-sequence DRB1_1101. The binding affinity (normalized) is 0.193. (2) The peptide sequence is LRKVKRVVASLMRGL. The MHC is DRB1_1101 with pseudo-sequence DRB1_1101. The binding affinity (normalized) is 0.872. (3) The peptide sequence is WSIHGKGEWMTTEDM. The MHC is HLA-DQA10201-DQB10402 with pseudo-sequence HLA-DQA10201-DQB10402. The binding affinity (normalized) is 0.151. (4) The peptide sequence is EKKYFAATQTEPLAA. The MHC is HLA-DPA10201-DPB10101 with pseudo-sequence HLA-DPA10201-DPB10101. The binding affinity (normalized) is 0.712. (5) The binding affinity (normalized) is 0.228. The MHC is DRB1_0405 with pseudo-sequence DRB1_0405. The peptide sequence is EHGSDEWVAMTKGEGGVWTF. (6) The peptide sequence is NSFELGVWVLAEPTK. The MHC is DRB1_0101 with pseudo-sequence DRB1_0101. The binding affinity (normalized) is 0.481. (7) The peptide sequence is ICFSPSLENPIVVSGSWD. The MHC is H-2-IAd with pseudo-sequence H-2-IAd. The binding affinity (normalized) is 0.574. (8) The peptide sequence is LNWITKVIMGAVLIW. The MHC is DRB1_1101 with pseudo-sequence DRB1_1101. The binding affinity (normalized) is 0.311. (9) The peptide sequence is LKGTSYKICTDKMFF. The MHC is DRB3_0101 with pseudo-sequence DRB3_0101. The binding affinity (normalized) is 0.677.